This data is from Human liver microsome stability data. The task is: Regression/Classification. Given a drug SMILES string, predict its absorption, distribution, metabolism, or excretion properties. Task type varies by dataset: regression for continuous measurements (e.g., permeability, clearance, half-life) or binary classification for categorical outcomes (e.g., BBB penetration, CYP inhibition). Dataset: hlm. (1) The molecule is CCP(=O)(OC)c1ccc2oc(-c3ccc(F)cc3F)nc2c1. The result is 0 (unstable in human liver microsomes). (2) The drug is COc1nc(-c2ccc(NC(=O)Nc3ccc(C(=O)NCCN(C)C)cc3)cc2)nc(N2CCOCC2)n1. The result is 0 (unstable in human liver microsomes). (3) The drug is Cc1ccc(C(=O)N(CCCN)[C@@H](c2oc3cc(Cl)ccc3c(=O)c2Cc2ccccc2)C(C)C)cc1. The result is 0 (unstable in human liver microsomes). (4) The molecule is N#Cc1cnc(NC(=O)CCCOc2cccc(Cl)c2)s1. The result is 1 (stable in human liver microsomes). (5) The compound is CC(C)Oc1nc(-c2ccc(NC(=O)Nc3ccc(C(=O)NCCN(C)C)cc3)cc2)nc(N2CCOCC2)n1. The result is 0 (unstable in human liver microsomes). (6) The compound is C#Cc1ccc(Nc2c(F)c(=O)n(C)c3ncn(C[C@@H](O)CO)c(=O)c23)c(F)c1. The result is 0 (unstable in human liver microsomes). (7) The drug is Cc1cc(Nc2ccc(C)c(C)c2)n2ncnc2n1. The result is 1 (stable in human liver microsomes). (8) The drug is CCCN(CCCNc1ccnc2cc(Cl)ccc12)Cc1ccccn1. The result is 1 (stable in human liver microsomes). (9) The drug is O=C(O)C[C@H](NC(=O)c1cc2ccccc2cc1NC(=O)Nc1c(Cl)cccc1Cl)C(=O)O. The result is 0 (unstable in human liver microsomes). (10) The compound is CCN1CCC(n2cnc3cnc4[nH]ccc4c32)CC1. The result is 0 (unstable in human liver microsomes).